From a dataset of Reaction yield outcomes from USPTO patents with 853,638 reactions. Predict the reaction yield, written as a fraction of the theoretical maximum amount of product (1.0 means a 100% yield; for example, 0.34 means a 34% yield). (1) The reactants are Br[C:2]1[CH:3]=[C:4]2[C:9](=[CH:10][CH:11]=1)[C:8](=[O:12])[NH:7][N:6]=[C:5]2[CH2:13][C:14]1[CH:19]=[CH:18][C:17]([F:20])=[C:16]([C:21]([N:23]2[CH2:28][CH2:27][CH:26]([O:29][CH3:30])[CH2:25][CH2:24]2)=[O:22])[CH:15]=1.C1(C(C2C=CC=CC=2)=[NH:38])C=CC=CC=1.C(=O)([O-])[O-].[Cs+].[Cs+].CC1(C)C2C=CC=C(P(C3C=CC=CC=3)C3C=CC=CC=3)C=2OC2C1=CC=CC=2P(C1C=CC=CC=1)C1C=CC=CC=1.Cl. The catalyst is C(O[Pd]OC(=O)C)(=O)C.O1CCOCC1. The product is [NH2:38][C:2]1[CH:3]=[C:4]2[C:9](=[CH:10][CH:11]=1)[C:8](=[O:12])[NH:7][N:6]=[C:5]2[CH2:13][C:14]1[CH:19]=[CH:18][C:17]([F:20])=[C:16]([C:21]([N:23]2[CH2:28][CH2:27][CH:26]([O:29][CH3:30])[CH2:25][CH2:24]2)=[O:22])[CH:15]=1. The yield is 0.139. (2) The reactants are F[C:2]1C=CC=C(F)C=1CN1C(=O)C=CC(CC2C3C(=CC=CC=3)N(CC(O)=O)C=2C)=C1.[Cl:32][C:33]1[CH:34]=[C:35]2[C:39](=[CH:40][CH:41]=1)[N:38]([CH2:42][C:43]([O:45][CH3:46])=[O:44])[CH:37]=[C:36]2[CH2:47][C:48]1[CH:49]=[N:50][C:51]([O:54]C)=[CH:52][CH:53]=1.[F:56][C:57]1[C:64]([F:65])=[CH:63][CH:62]=[CH:61][C:58]=1[CH2:59]Br.[Na+].[I-]. No catalyst specified. The product is [Cl:32][C:33]1[CH:34]=[C:35]2[C:39](=[CH:40][CH:41]=1)[N:38]([CH2:42][C:43]([O:45][CH3:46])=[O:44])[C:37]([CH3:2])=[C:36]2[CH2:47][C:48]1[CH:53]=[CH:52][C:51](=[O:54])[N:50]([CH2:59][C:58]2[CH:61]=[CH:62][CH:63]=[C:64]([F:65])[C:57]=2[F:56])[CH:49]=1. The yield is 0.790.